This data is from Full USPTO retrosynthesis dataset with 1.9M reactions from patents (1976-2016). The task is: Predict the reactants needed to synthesize the given product. (1) Given the product [F:18][C:19]1[CH:20]=[C:21]([C:2]2[C:10]3[N:9]4[CH2:11][CH2:12][NH:13][C:14](=[O:15])[C:8]4=[CH:7][C:6]=3[C:5]([F:16])=[C:4]([F:17])[CH:3]=2)[CH:22]=[CH:23][C:24]=1[F:25], predict the reactants needed to synthesize it. The reactants are: Br[C:2]1[C:10]2[N:9]3[CH2:11][CH2:12][NH:13][C:14](=[O:15])[C:8]3=[CH:7][C:6]=2[C:5]([F:16])=[C:4]([F:17])[CH:3]=1.[F:18][C:19]1[CH:20]=[C:21](B(O)O)[CH:22]=[CH:23][C:24]=1[F:25]. (2) Given the product [C:1]([O:5][C:6](=[O:21])[NH:7][CH2:8][C:9]1[C:18]2[C:13](=[CH:14][CH:15]=[CH:16][CH:17]=2)[C:12](=[O:19])[N:11]([NH:20][C:31](=[O:32])[CH2:30][C:27]2[CH:26]=[CH:25][C:24]([C:23]([F:34])([F:22])[F:35])=[CH:29][CH:28]=2)[N:10]=1)([CH3:4])([CH3:2])[CH3:3], predict the reactants needed to synthesize it. The reactants are: [C:1]([O:5][C:6](=[O:21])[NH:7][CH2:8][C:9]1[C:18]2[C:13](=[CH:14][CH:15]=[CH:16][CH:17]=2)[C:12](=[O:19])[N:11]([NH2:20])[N:10]=1)([CH3:4])([CH3:3])[CH3:2].[F:22][C:23]([F:35])([F:34])[C:24]1[CH:29]=[CH:28][C:27]([CH2:30][C:31](O)=[O:32])=[CH:26][CH:25]=1. (3) Given the product [I-:35].[CH2:9]([O:8][C:6](=[O:7])[CH2:5][C@@H:4]([NH:16][S:17]([C:20]1[S:21][C:22]([C:25]#[C:26][C:27]2[CH:32]=[CH:31][CH:30]=[CH:29][CH:28]=2)=[CH:23][CH:24]=1)(=[O:19])=[O:18])[CH2:3][N+:2]([CH3:34])([CH3:1])[CH3:33])[C:10]1[CH:11]=[CH:12][CH:13]=[CH:14][CH:15]=1, predict the reactants needed to synthesize it. The reactants are: [CH3:1][N:2]([CH3:33])[CH2:3][C@H:4]([NH:16][S:17]([C:20]1[S:21][C:22]([C:25]#[C:26][C:27]2[CH:32]=[CH:31][CH:30]=[CH:29][CH:28]=2)=[CH:23][CH:24]=1)(=[O:19])=[O:18])[CH2:5][C:6]([O:8][CH2:9][C:10]1[CH:15]=[CH:14][CH:13]=[CH:12][CH:11]=1)=[O:7].[CH3:34][I:35]. (4) Given the product [C:1]([C:5]1[N:6]=[C:7]2[C:12]([C:13]#[N:14])=[CH:11][CH:10]=[CH:9][N:8]2[C:15]=1[C:16]1[CH:21]=[CH:20][CH:19]=[C:18]([O:22][C:24]2[CH:29]=[CH:28][CH:27]=[C:26]([S:30]([CH2:33][CH2:34][CH2:35][OH:36])(=[O:32])=[O:31])[CH:25]=2)[CH:17]=1)([CH3:4])([CH3:2])[CH3:3], predict the reactants needed to synthesize it. The reactants are: [C:1]([C:5]1[N:6]=[C:7]2[C:12]([C:13]#[N:14])=[CH:11][CH:10]=[CH:9][N:8]2[C:15]=1[C:16]1[CH:21]=[CH:20][CH:19]=[C:18]([OH:22])[CH:17]=1)([CH3:4])([CH3:3])[CH3:2].Br[C:24]1[CH:25]=[C:26]([S:30]([CH2:33][CH2:34][CH2:35][OH:36])(=[O:32])=[O:31])[CH:27]=[CH:28][CH:29]=1. (5) Given the product [Br:7][CH2:8][CH2:9][O:11][C:12]1[CH:13]=[CH:14][C:15]([CH2:18][C:19]([O:21][CH2:22][CH3:23])=[O:20])=[CH:16][CH:17]=1, predict the reactants needed to synthesize it. The reactants are: C(=O)([O-])[O-].[K+].[K+].[Br:7][CH2:8][CH2:9]Br.[OH:11][C:12]1[CH:17]=[CH:16][C:15]([CH2:18][C:19]([O:21][CH2:22][CH3:23])=[O:20])=[CH:14][CH:13]=1. (6) Given the product [CH2:18]([C:17]([F:20])([CH2:21][CH3:22])[CH2:16][N:13]1[CH2:14][CH2:15][CH:10]([CH2:9][O:8][C:5]2[CH:4]=[N:3][C:2]([C:31]3[CH:32]=[CH:33][C:28]([C:26]([O:25][CH2:23][CH3:24])=[O:27])=[C:29]([F:37])[CH:30]=3)=[N:7][CH:6]=2)[CH2:11][CH2:12]1)[CH3:19], predict the reactants needed to synthesize it. The reactants are: Cl[C:2]1[N:7]=[CH:6][C:5]([O:8][CH2:9][CH:10]2[CH2:15][CH2:14][N:13]([CH2:16][C:17]([CH2:21][CH3:22])([F:20])[CH2:18][CH3:19])[CH2:12][CH2:11]2)=[CH:4][N:3]=1.[CH2:23]([O:25][C:26]([C:28]1[CH:33]=[CH:32][C:31](B(O)O)=[CH:30][C:29]=1[F:37])=[O:27])[CH3:24].C([O-])([O-])=O.[Cs+].[Cs+]. (7) Given the product [OH:32][CH2:31][C@@H:30]([NH:29][C:23](=[O:24])[C:22]1[CH:26]=[CH:27][C:19]([CH:11]([C:12]2[CH:17]=[CH:16][CH:15]=[CH:14][C:13]=2[CH3:18])[CH2:10][C:9]([C:4]2[CH:5]=[CH:6][C:7](=[O:8])[N:2]([CH3:1])[CH:3]=2)=[O:28])=[CH:20][CH:21]=1)[CH3:33], predict the reactants needed to synthesize it. The reactants are: [CH3:1][N:2]1[C:7](=[O:8])[CH:6]=[CH:5][C:4]([C:9](=[O:28])[CH2:10][CH:11]([C:19]2[CH:27]=[CH:26][C:22]([C:23](O)=[O:24])=[CH:21][CH:20]=2)[C:12]2[CH:17]=[CH:16][CH:15]=[CH:14][C:13]=2[CH3:18])=[CH:3]1.[NH2:29][C@@H:30]([CH3:33])[CH2:31][OH:32].F[P-](F)(F)(F)(F)F.N1(O[P+](N(C)C)(N(C)C)N(C)C)C2C=CC=CC=2N=N1. (8) Given the product [O:64]=[C:50]1[NH:51][C:52]2[N:58]=[CH:57][C:56](/[CH:59]=[CH:60]/[C:61](=[O:62])[N:11]3[CH2:12][CH:9]([O:8][CH2:7][C:3]4[S:2][CH:6]=[CH:5][CH:4]=4)[CH2:10]3)=[CH:55][C:53]=2[CH2:54][N:49]1[CH2:48][C:47]([O:46][CH2:44][CH3:45])=[O:65], predict the reactants needed to synthesize it. The reactants are: Cl.[S:2]1[CH:6]=[CH:5][CH:4]=[C:3]1[CH2:7][O:8][CH:9]1[CH2:12][NH:11][CH2:10]1.CCN=C=NCCCN(C)C.C1C=CC2N(O)N=NC=2C=1.C(N(C(C)C)CC)(C)C.Cl.[CH2:44]([O:46][C:47](=[O:65])[CH2:48][N:49]1[CH2:54][C:53]2[CH:55]=[C:56](/[CH:59]=[CH:60]/[C:61](O)=[O:62])[CH:57]=[N:58][C:52]=2[NH:51][C:50]1=[O:64])[CH3:45]. (9) Given the product [CH3:28][O:27][N:26]([CH3:25])[C:9]([C:7]1[CH:6]=[CH:5][N:4]=[C:3]([S:2][CH3:1])[N:8]=1)=[O:11], predict the reactants needed to synthesize it. The reactants are: [CH3:1][S:2][C:3]1[N:8]=[C:7]([C:9]([OH:11])=O)[CH:6]=[CH:5][N:4]=1.Cl.CN(C)CCCN=C=NCC.Cl.[CH3:25][NH:26][O:27][CH3:28].C(N(CC)CC)C.C(=O)(O)[O-].[Na+].